From a dataset of Catalyst prediction with 721,799 reactions and 888 catalyst types from USPTO. Predict which catalyst facilitates the given reaction. (1) Reactant: [C:1]([N:5]([C:21](=[O:30])[C:22]1[CH:27]=[C:26]([CH3:28])[CH:25]=[C:24]([CH3:29])[CH:23]=1)[NH:6][C:7]([C:9]1[CH:20]=[CH:19][C:12]2[B:13]([OH:18])N(C)N=[CH:16][C:11]=2[CH:10]=1)=[O:8])([CH3:4])([CH3:3])[CH3:2].[C:31]([NH:34][NH2:35])(=[O:33])[CH3:32]. Product: [C:31]([N:34]1[B:13]([OH:18])[C:12]2[CH:19]=[CH:20][C:9]([C:7]([NH:6][N:5]([C:1]([CH3:4])([CH3:3])[CH3:2])[C:21](=[O:30])[C:22]3[CH:23]=[C:24]([CH3:29])[CH:25]=[C:26]([CH3:28])[CH:27]=3)=[O:8])=[CH:10][C:11]=2[CH:16]=[N:35]1)(=[O:33])[CH3:32]. The catalyst class is: 8. (2) Reactant: CC(C)(OC([N:7]1[CH2:11][C@@H:10]([N:12]2[CH2:17][CH2:16][N:15]([C:18]3[N:22]([C:23]4[CH:28]=[CH:27][CH:26]=[CH:25][CH:24]=4)[N:21]=[C:20]([CH3:29])[CH:19]=3)[CH2:14][CH2:13]2)[CH2:9][C@H:8]1[C:30]([N:32]1[CH2:36][CH2:35][S:34][CH2:33]1)=[O:31])=O)C.FC(F)(F)C(O)=O. Product: [CH3:29][C:20]1[CH:19]=[C:18]([N:15]2[CH2:16][CH2:17][N:12]([C@@H:10]3[CH2:11][NH:7][C@H:8]([C:30]([N:32]4[CH2:36][CH2:35][S:34][CH2:33]4)=[O:31])[CH2:9]3)[CH2:13][CH2:14]2)[N:22]([C:23]2[CH:28]=[CH:27][CH:26]=[CH:25][CH:24]=2)[N:21]=1. The catalyst class is: 4. (3) Reactant: [CH2:1]([OH:13])[CH2:2][O:3][CH2:4][CH2:5][O:6][CH2:7][CH2:8][O:9][CH2:10][CH2:11][OH:12].N1C=CC=CC=1.[CH3:20][O:21][C:22]1[CH:43]=[CH:42][C:25]([C:26](Cl)([C:35]2[CH:40]=[CH:39][CH:38]=[CH:37][CH:36]=2)[C:27]2[CH:32]=[CH:31][C:30]([O:33][CH3:34])=[CH:29][CH:28]=2)=[CH:24][CH:23]=1. Product: [CH3:34][O:33][C:30]1[CH:29]=[CH:28][C:27]([C:26]([O:12][CH2:11][CH2:10][O:9][CH2:8][CH2:7][O:6][CH2:5][CH2:4][O:3][CH2:2][CH2:1][OH:13])([C:35]2[CH:36]=[CH:37][CH:38]=[CH:39][CH:40]=2)[C:25]2[CH:42]=[CH:43][C:22]([O:21][CH3:20])=[CH:23][CH:24]=2)=[CH:32][CH:31]=1. The catalyst class is: 12. (4) Reactant: [NH2:1][C:2]1[CH:23]=[CH:22][C:21]([N:24]2[CH2:29][CH2:28][CH2:27][CH2:26][CH2:25]2)=[CH:20][C:3]=1[C:4]([NH:6]/[N:7]=[CH:8]/[C:9]1[CH:14]=[CH:13][C:12]([Cl:15])=[C:11]([C:16]([F:19])([F:18])[F:17])[CH:10]=1)=[O:5].[Br:30][C:31]1[N:36]=[C:35]([C:37](Cl)=[O:38])[CH:34]=[CH:33][CH:32]=1. Product: [Br:30][C:31]1[N:36]=[C:35]([C:37]([NH:1][C:2]2[CH:23]=[CH:22][C:21]([N:24]3[CH2:29][CH2:28][CH2:27][CH2:26][CH2:25]3)=[CH:20][C:3]=2[C:4]([NH:6]/[N:7]=[CH:8]/[C:9]2[CH:14]=[CH:13][C:12]([Cl:15])=[C:11]([C:16]([F:19])([F:17])[F:18])[CH:10]=2)=[O:5])=[O:38])[CH:34]=[CH:33][CH:32]=1. The catalyst class is: 76. (5) Reactant: [F:1][C:2]1[C:3]([CH3:24])=[C:4]([N:8]2[C:13](=[O:14])[C:12]([C:15]([OH:17])=[O:16])=[CH:11][N:10]=[C:9]2[C:18]2[CH:23]=[CH:22][CH:21]=[CH:20][CH:19]=2)[CH:5]=[CH:6][CH:7]=1.C(Cl)(=O)C(Cl)=O.[C:31]1(=O)[CH2:36][CH2:35][CH2:34][C:33](=[O:37])[CH2:32]1.C(N(CC)CC)C.[Cl-].[NH4+]. Product: [F:1][C:2]1[C:3]([CH3:24])=[C:4]([N:8]2[C:13](=[O:14])[C:12]([C:15]([O:17][C:31]3[CH2:36][CH2:35][CH2:34][C:33](=[O:37])[CH:32]=3)=[O:16])=[CH:11][N:10]=[C:9]2[C:18]2[CH:23]=[CH:22][CH:21]=[CH:20][CH:19]=2)[CH:5]=[CH:6][CH:7]=1. The catalyst class is: 120. (6) Reactant: [O:1]1[CH:5]=[C:4]([C:6]([OH:8])=O)[N:3]=[CH:2]1.O1CCCC1.C(Cl)(=O)C(Cl)=O.[NH2:20][C:21]1[CH:22]=[C:23]([CH:40]=[CH:41][CH:42]=1)[O:24][C:25]1[CH:26]=[CH:27][C:28]2[N:29]([N:31]=[C:32]([NH:34][C:35]([CH:37]3[CH2:39][CH2:38]3)=[O:36])[N:33]=2)[CH:30]=1. Product: [CH:37]1([C:35]([NH:34][C:32]2[N:33]=[C:28]3[CH:27]=[CH:26][C:25]([O:24][C:23]4[CH:22]=[C:21]([NH:20][C:6]([C:4]5[N:3]=[CH:2][O:1][CH:5]=5)=[O:8])[CH:42]=[CH:41][CH:40]=4)=[CH:30][N:29]3[N:31]=2)=[O:36])[CH2:38][CH2:39]1. The catalyst class is: 402.